Dataset: Reaction yield outcomes from USPTO patents with 853,638 reactions. Task: Predict the reaction yield, written as a fraction of the theoretical maximum amount of product (1.0 means a 100% yield; for example, 0.34 means a 34% yield). The catalyst is CN(C)C=O. The yield is 0.780. The reactants are [H-].[Na+].[F:3][C:4]1[CH:9]=[CH:8][C:7]([C:10]2[CH:11]=[N:12][N:13]([CH3:17])[C:14]=2[CH:15]=O)=[CH:6][CH:5]=1.C(OP([CH2:26][C:27]([O:29]CC)=[O:28])(OCC)=O)C.Cl. The product is [F:3][C:4]1[CH:9]=[CH:8][C:7]([C:10]2[CH:11]=[N:12][N:13]([CH3:17])[C:14]=2/[CH:15]=[CH:26]/[C:27]([OH:29])=[O:28])=[CH:6][CH:5]=1.